From a dataset of Reaction yield outcomes from USPTO patents with 853,638 reactions. Predict the reaction yield, written as a fraction of the theoretical maximum amount of product (1.0 means a 100% yield; for example, 0.34 means a 34% yield). (1) The product is [CH3:1][N:2]1[CH2:6][CH2:5][CH2:4][CH:3]1[CH2:7][O:8][C:9]1[CH:10]=[C:11]2[C:16](=[CH:17][CH:18]=1)[CH:15]=[C:14]([C:19]1[C:27]3[C:22](=[CH:23][CH:24]=[C:25]([C:28]([NH2:29])=[O:36])[CH:26]=3)[NH:21][N:20]=1)[CH:13]=[CH:12]2. The reactants are [CH3:1][N:2]1[CH2:6][CH2:5][CH2:4][CH:3]1[CH2:7][O:8][C:9]1[CH:10]=[C:11]2[C:16](=[CH:17][CH:18]=1)[CH:15]=[C:14]([C:19]1[C:27]3[C:22](=[CH:23][CH:24]=[C:25]([C:28]#[N:29])[CH:26]=3)[N:21](C3CCCCO3)[N:20]=1)[CH:13]=[CH:12]2.[OH-:36].[K+]. The catalyst is C(O)(C)(C)C. The yield is 0.750. (2) The reactants are O[CH2:2][C:3]1[CH:12]=[N:11][C:10]2[N:9]3[CH2:13][CH2:14][S:15][CH2:16][C@H:8]3[C:7](=[O:17])[NH:6][C:5]=2[CH:4]=1.[I-].C(C[P+](C)(C)C)#N.Cl.[Cl:27][C:28]1[CH:29]=[C:30]([CH:35]=[CH:36][C:37]=1[N:38]1[CH2:43][CH2:42][NH:41][CH2:40][CH2:39]1)[C:31]([NH:33][CH3:34])=[O:32].CCN(C(C)C)C(C)C. The catalyst is C(#N)CC.CS(C)=O. The product is [Cl:27][C:28]1[CH:29]=[C:30]([CH:35]=[CH:36][C:37]=1[N:38]1[CH2:39][CH2:40][N:41]([CH2:2][C:3]2[CH:12]=[N:11][C:10]3[N:9]4[CH2:13][CH2:14][S:15][CH2:16][C@H:8]4[C:7](=[O:17])[NH:6][C:5]=3[CH:4]=2)[CH2:42][CH2:43]1)[C:31]([NH:33][CH3:34])=[O:32]. The yield is 0.110.